Dataset: Full USPTO retrosynthesis dataset with 1.9M reactions from patents (1976-2016). Task: Predict the reactants needed to synthesize the given product. (1) Given the product [C:8]([N:4]1[CH2:5][CH2:6][CH2:7][C@H:3]1[CH2:2][OH:1])(=[O:15])[C:9]1[CH:14]=[CH:13][CH:12]=[CH:11][CH:10]=1, predict the reactants needed to synthesize it. The reactants are: [OH:1][CH2:2][C@@H:3]1[CH2:7][CH2:6][CH2:5][NH:4]1.[C:8](Cl)(=[O:15])[C:9]1[CH:14]=[CH:13][CH:12]=[CH:11][CH:10]=1.C(=O)([O-])O.[Na+]. (2) Given the product [NH2:1][C:2]1[C:11]([CH2:22][CH2:23][CH2:24][O:26][CH3:27])=[CH:10][C:5]([C:6]([O:8][CH3:9])=[O:7])=[C:4]([Cl:12])[C:3]=1[C:13]#[C:14][Si:15]([CH3:16])([CH3:18])[CH3:17], predict the reactants needed to synthesize it. The reactants are: [NH2:1][C:2]1[CH:11]=[CH:10][C:5]([C:6]([O:8][CH3:9])=[O:7])=[C:4]([Cl:12])[C:3]=1[C:13]#[C:14][Si:15]([CH3:18])([CH3:17])[CH3:16].NC1C(CCCOC)=C[C:23]([C:24]([O:26][CH3:27])=O)=[C:22](Cl)C=1I.NC1C=CC(C(OC)=O)=C(Cl)C=1I.NC1C(I)=CC(C(OC)=O)=C(Cl)C=1.